Dataset: Reaction yield outcomes from USPTO patents with 853,638 reactions. Task: Predict the reaction yield, written as a fraction of the theoretical maximum amount of product (1.0 means a 100% yield; for example, 0.34 means a 34% yield). (1) The reactants are [NH:1]1[C:5]2[CH:6]=[CH:7][C:8]([C:10]([OH:12])=O)=[CH:9][C:4]=2[N:3]=[CH:2]1.[CH3:13][O:14][C:15]1[C:28]2[CH2:27][CH2:26][C@H:25]3[C@H:20]([CH2:21][CH2:22][CH2:23][NH:24]3)[C:19]=2[CH:18]=[CH:17][CH:16]=1. No catalyst specified. The product is [NH:1]1[C:5]2[CH:6]=[CH:7][C:8]([C:10]([N:24]3[C@@H:25]4[C@@H:20]([C:19]5[CH:18]=[CH:17][CH:16]=[C:15]([O:14][CH3:13])[C:28]=5[CH2:27][CH2:26]4)[CH2:21][CH2:22][CH2:23]3)=[O:12])=[CH:9][C:4]=2[N:3]=[CH:2]1. The yield is 0.850. (2) The reactants are [NH:1]([C:3]1[N:4]=[C:5]2[CH:11]=[CH:10][N:9]([S:12]([C:15]3[CH:21]=[CH:20][C:18]([CH3:19])=[CH:17][CH:16]=3)(=[O:14])=[O:13])[C:6]2=[N:7][CH:8]=1)[NH2:2].[C:22]([CH2:24][CH2:25][C@H:26]1[CH2:30][C@H:29]([C:31](O)=[O:32])[C@H:28]([CH3:34])[CH2:27]1)#[N:23].CN(C(ON1N=NC2C=CC=NC1=2)=[N+](C)C)C.F[P-](F)(F)(F)(F)F.OP([O-])(O)=O.[K+]. The catalyst is C(Cl)Cl. The product is [C:22]([CH2:24][CH2:25][C@H:26]1[CH2:30][C@H:29]([C:31]([NH:2][NH:1][C:3]2[N:4]=[C:5]3[CH:11]=[CH:10][N:9]([S:12]([C:15]4[CH:21]=[CH:20][C:18]([CH3:19])=[CH:17][CH:16]=4)(=[O:13])=[O:14])[C:6]3=[N:7][CH:8]=2)=[O:32])[C@H:28]([CH3:34])[CH2:27]1)#[N:23]. The yield is 0.860. (3) The reactants are [Br:1][C:2]1[N:7]=[C:6]([C:8]([CH3:10])=[CH2:9])[C:5]([F:11])=[CH:4][CH:3]=1.[OH2:12].C[N+]1([O-])CC[O:17]CC1.S(S([O-])=O)([O-])=O.[Na+].[Na+]. The yield is 0.910. The product is [Br:1][C:2]1[N:7]=[C:6]([C:8]([OH:17])([CH3:10])[CH2:9][OH:12])[C:5]([F:11])=[CH:4][CH:3]=1. The catalyst is CC(C)=O.O.[Os](=O)(=O)(=O)=O. (4) The reactants are [F:1][C:2]1[CH:3]=[C:4]([CH:28]=[CH:29][CH:30]=1)[O:5][C:6]1[CH:11]=[CH:10][C:9]([C:12]2[C:20]3[C:15](=[N:16][CH:17]=[N:18][C:19]=3[NH2:21])[N:14]([CH2:22][C@H:23]3[CH2:27][CH2:26][CH2:25][NH:24]3)[N:13]=2)=[CH:8][CH:7]=1.[C:31]([CH2:33][C:34](O)=[O:35])#[N:32].CN(C(ON1N=NC2C=CC=NC1=2)=[N+](C)C)C.F[P-](F)(F)(F)(F)F.C(N(CC)CC)C. The catalyst is CN(C)C=O. The product is [NH2:21][C:19]1[N:18]=[CH:17][N:16]=[C:15]2[N:14]([CH2:22][C@H:23]3[CH2:27][CH2:26][CH2:25][N:24]3[C:34](=[O:35])[CH2:33][C:31]#[N:32])[N:13]=[C:12]([C:9]3[CH:10]=[CH:11][C:6]([O:5][C:4]4[CH:28]=[CH:29][CH:30]=[C:2]([F:1])[CH:3]=4)=[CH:7][CH:8]=3)[C:20]=12. The yield is 0.600. (5) The reactants are [Cl:1][C:2]1[C:3]2[N:4]([CH:20]=[CH:21][N:22]=2)[CH:5]=[C:6]([C:17]([OH:19])=O)[C:7]=1[NH:8][C:9]1[CH:14]=[CH:13][C:12]([I:15])=[CH:11][C:10]=1[F:16].C(N(CC)C(C)C)(C)C.C1CN([P+](ON2N=NC3C=CC=CC2=3)(N2CCCC2)N2CCCC2)CC1.F[P-](F)(F)(F)(F)F.Cl.[N+:66]([CH:69]([C:71]1([OH:75])[CH2:74][NH:73][CH2:72]1)[CH3:70])([O-:68])=[O:67]. The catalyst is CN(C)C=O. The product is [Cl:1][C:2]1[C:3]2[N:4]([CH:20]=[CH:21][N:22]=2)[CH:5]=[C:6]([C:17]([N:73]2[CH2:74][C:71]([CH:69]([N+:66]([O-:68])=[O:67])[CH3:70])([OH:75])[CH2:72]2)=[O:19])[C:7]=1[NH:8][C:9]1[CH:14]=[CH:13][C:12]([I:15])=[CH:11][C:10]=1[F:16]. The yield is 1.00. (6) The reactants are [O-]CC.[Na+].[C:5]([NH:8][CH:9]([C:15]([O:17][CH2:18][CH3:19])=[O:16])[C:10]([O:12][CH2:13][CH3:14])=[O:11])(=[O:7])[CH3:6].[CH3:20][C:21]([N+:27]([O-:29])=[O:28])([CH3:26])[CH2:22][CH2:23][CH2:24]I. The catalyst is C(O)C. The product is [C:5]([NH:8][C:9]([CH2:24][CH2:23][CH2:22][C:21]([CH3:26])([N+:27]([O-:29])=[O:28])[CH3:20])([C:15]([O:17][CH2:18][CH3:19])=[O:16])[C:10]([O:12][CH2:13][CH3:14])=[O:11])(=[O:7])[CH3:6]. The yield is 0.834. (7) The reactants are [Br:1][C:2]1[CH:7]=[CH:6][C:5]([NH:8][C:9]2[C:10]([C:20]([OH:22])=O)=[CH:11][C:12]3[N:16]([CH3:17])[CH:15]=[N:14][C:13]=3[C:18]=2[F:19])=[C:4]([Cl:23])[CH:3]=1.C1C=CC2[N:32]([OH:33])N=NC=2C=1.C(N([CH2:39][CH3:40])CC)C.CN(C)C=[O:44]. The catalyst is C(OCC)(=O)C. The product is [OH:44][CH2:39][CH2:40][O:33][NH:32][C:20]([C:10]1[C:9]([NH:8][C:5]2[CH:6]=[CH:7][C:2]([Br:1])=[CH:3][C:4]=2[Cl:23])=[C:18]([F:19])[C:13]2[N:14]=[CH:15][N:16]([CH3:17])[C:12]=2[CH:11]=1)=[O:22]. The yield is 0.900. (8) The reactants are [I:1][C:2]1[C:10]2[C:5](=[CH:6][CH:7]=[C:8]([C:11]([OH:13])=O)[CH:9]=2)[NH:4][N:3]=1.CN(C(ON1N=N[C:24]2[CH:25]=[CH:26][CH:27]=[CH:28][C:23]1=2)=[N+](C)C)C.[B-](F)(F)(F)F.CCN([CH:42]([CH3:44])[CH3:43])C(C)C.C[N:46]([CH:48]=O)C. The product is [CH:42]1([C@@H:48]([C:23]2[CH:24]=[CH:25][CH:26]=[CH:27][CH:28]=2)[NH:46][C:11]([C:8]2[CH:9]=[C:10]3[C:5](=[CH:6][CH:7]=2)[NH:4][N:3]=[C:2]3[I:1])=[O:13])[CH2:44][CH2:43]1. No catalyst specified. The yield is 0.980. (9) The reactants are [CH2:1]([N:3]([CH:27]1[CH2:32][CH2:31][NH:30][CH2:29][CH2:28]1)[C:4]1[C:19]2[CH2:18][CH:17]=[CH:16][CH2:15][CH2:14][C:13]3[CH:20]=[C:21]([CH3:25])[NH:22][C:23](=[O:24])[C:12]=3[CH2:11][NH:10][C:9](=[O:26])[C:8]=2[CH:7]=[CH:6][CH:5]=1)[CH3:2].[F:33][C:34]([F:39])([F:38])[CH2:35][CH:36]=O.CC(O)=O.[BH3-]C#N.[Na+]. The catalyst is CO. The product is [CH2:1]([N:3]([CH:27]1[CH2:32][CH2:31][N:30]([CH2:36][CH2:35][C:34]([F:39])([F:38])[F:33])[CH2:29][CH2:28]1)[C:4]1[C:19]2[CH2:18][CH:17]=[CH:16][CH2:15][CH2:14][C:13]3[CH:20]=[C:21]([CH3:25])[NH:22][C:23](=[O:24])[C:12]=3[CH2:11][NH:10][C:9](=[O:26])[C:8]=2[CH:7]=[CH:6][CH:5]=1)[CH3:2]. The yield is 0.537. (10) The reactants are [Br:1][C:2]1[CH:3]=[C:4]2[C:10](I)=[CH:9][N:8]([S:12]([C:15]3[CH:21]=[CH:20][C:18]([CH3:19])=[CH:17][CH:16]=3)(=[O:14])=[O:13])[C:5]2=[N:6][CH:7]=1.[NH:22]1[C:30]2[C:25](=[CH:26][C:27](B(O)O)=[CH:28][CH:29]=2)[CH:24]=[CH:23]1.C([O-])([O-])=O.[Na+].[Na+]. The catalyst is CC#N.Cl[Pd](Cl)([P](C1C=CC=CC=1)(C1C=CC=CC=1)C1C=CC=CC=1)[P](C1C=CC=CC=1)(C1C=CC=CC=1)C1C=CC=CC=1. The product is [Br:1][C:2]1[CH:3]=[C:4]2[C:10]([C:27]3[CH:26]=[C:25]4[C:30](=[CH:29][CH:28]=3)[NH:22][CH:23]=[CH:24]4)=[CH:9][N:8]([S:12]([C:15]3[CH:21]=[CH:20][C:18]([CH3:19])=[CH:17][CH:16]=3)(=[O:14])=[O:13])[C:5]2=[N:6][CH:7]=1. The yield is 0.760.